This data is from Forward reaction prediction with 1.9M reactions from USPTO patents (1976-2016). The task is: Predict the product of the given reaction. (1) Given the reactants C([O:3][C:4](=[O:20])[C@@H:5]([O:18][CH3:19])[CH2:6][C:7]1[CH:12]=[CH:11][C:10]([O:13][CH2:14][C:15]([OH:17])=O)=[CH:9][CH:8]=1)C.[C:21]1([CH:31]([NH2:33])[CH3:32])[C:30]2[C:25](=[CH:26][CH:27]=[CH:28][CH:29]=2)[CH:24]=[CH:23][CH:22]=1.C(O[C@@H](CC1C=CC(O[C@@H](C(=O)NCCC2C=CC(OC3C=CC=CC=3)=CC=2)C)=CC=1)C(O)=O)C, predict the reaction product. The product is: [CH3:19][O:18][C@@H:5]([CH2:6][C:7]1[CH:8]=[CH:9][C:10]([O:13][CH2:14][C:15](=[O:17])[NH:33][CH:31]([C:21]2[C:30]3[C:25](=[CH:26][CH:27]=[CH:28][CH:29]=3)[CH:24]=[CH:23][CH:22]=2)[CH3:32])=[CH:11][CH:12]=1)[C:4]([OH:3])=[O:20]. (2) Given the reactants Br[C:2]1(Br)[C:6]2[CH:7]=[N:8][C:9]([Cl:11])=[CH:10][C:5]=2[NH:4][C:3]1=[O:12], predict the reaction product. The product is: [Cl:11][C:9]1[N:8]=[CH:7][C:6]2[CH2:2][C:3](=[O:12])[NH:4][C:5]=2[CH:10]=1. (3) Given the reactants [I-].[CH3:2][S+](C)(C)=O.[H-].[Na+].[O:9]=[C:10]1[CH2:15][CH2:14][CH2:13][N:12]([C:16]([O:18][CH2:19][C:20]2[CH:25]=[CH:24][CH:23]=[CH:22][CH:21]=2)=[O:17])[CH2:11]1.O, predict the reaction product. The product is: [O:9]1[C:10]2([CH2:15][CH2:14][CH2:13][N:12]([C:16]([O:18][CH2:19][C:20]3[CH:25]=[CH:24][CH:23]=[CH:22][CH:21]=3)=[O:17])[CH2:11]2)[CH2:2]1. (4) Given the reactants Cl[CH2:2][C:3]1[CH:7]=[C:6]([CH3:8])[O:5][N:4]=1.[Cl:9][C:10]1[CH:11]=[C:12]([OH:31])[CH:13]=[CH:14][C:15]=1[CH:16]([CH3:30])[C:17]([OH:29])([C:22]1[CH:27]=[N:26][C:25]([CH3:28])=[CH:24][N:23]=1)[C:18]([F:21])([F:20])[F:19], predict the reaction product. The product is: [Cl:9][C:10]1[CH:11]=[C:12]([O:31][CH2:2][C:3]2[CH:7]=[C:6]([CH3:8])[O:5][N:4]=2)[CH:13]=[CH:14][C:15]=1[CH:16]([CH3:30])[C:17]([C:22]1[CH:27]=[N:26][C:25]([CH3:28])=[CH:24][N:23]=1)([OH:29])[C:18]([F:19])([F:21])[F:20].